Dataset: Full USPTO retrosynthesis dataset with 1.9M reactions from patents (1976-2016). Task: Predict the reactants needed to synthesize the given product. (1) Given the product [CH2:23]([O:21][C:1](=[O:22])[CH2:2][CH2:3][CH2:4]/[CH:5]=[CH:6]\[CH2:7]/[CH:8]=[CH:9]\[CH2:10]/[CH:11]=[CH:12]\[CH2:13]/[CH:14]=[CH:15]\[CH2:16][CH2:17][CH2:18][CH2:19][CH3:20])[CH3:24], predict the reactants needed to synthesize it. The reactants are: [C:1]([OH:22])(=[O:21])[CH2:2][CH2:3][CH2:4]/[CH:5]=[CH:6]\[CH2:7]/[CH:8]=[CH:9]\[CH2:10]/[CH:11]=[CH:12]\[CH2:13]/[CH:14]=[CH:15]\[CH2:16][CH2:17][CH2:18][CH2:19][CH3:20].[CH3:23][CH2:24]/C=C\C/C=C\C/C=C\C/C=C\C/C=C\CCCC(O)=O. (2) Given the product [NH2:1][C:2]1[N:7]=[C:6]([O:8][CH2:9][C:10]([N:31]([CH3:32])[CH3:30])=[O:12])[C:5]([C:13]2[CH:18]=[CH:17][C:16](=[O:19])[N:15]([CH:20]([CH3:21])[CH3:22])[N:14]=2)=[C:4]([C:23]2[CH:28]=[CH:27][CH:26]=[CH:25][CH:24]=2)[N:3]=1, predict the reactants needed to synthesize it. The reactants are: [NH2:1][C:2]1[N:7]=[C:6]([O:8][CH2:9][C:10]([OH:12])=O)[C:5]([C:13]2[CH:18]=[CH:17][C:16](=[O:19])[N:15]([CH:20]([CH3:22])[CH3:21])[N:14]=2)=[C:4]([C:23]2[CH:28]=[CH:27][CH:26]=[CH:25][CH:24]=2)[N:3]=1.Cl.[CH3:30][NH:31][CH3:32]. (3) Given the product [Br:13][C:6]1[C:2]([CH3:1])=[C:3]([C:7]([O:9][CH3:10])=[O:8])[S:4][CH:5]=1, predict the reactants needed to synthesize it. The reactants are: [CH3:1][C:2]1[CH:6]=[CH:5][S:4][C:3]=1[C:7]([O:9][CH3:10])=[O:8].[OH-].[Na+].[Br:13]Br. (4) Given the product [CH:26]1([N:25]2[C:24]3[CH:32]=[CH:33][C:34]([C:36]([OH:38])=[O:37])=[CH:35][C:23]=3[N:22]=[C:21]2[C:16]2[CH:17]=[C:18]3[C:13](=[CH:14][CH:15]=2)[N:12]=[C:11]([C:10]2[C:5]([C:4]4[CH:41]=[C:42]([Cl:83])[CH:43]=[C:2]([Cl:1])[CH:3]=4)=[CH:6][CH:7]=[C:8]([O:39][CH3:40])[CH:9]=2)[CH:20]=[CH:19]3)[CH2:31][CH2:30][CH2:29][CH2:28][CH2:27]1, predict the reactants needed to synthesize it. The reactants are: [Cl:1][C:2]1[CH:3]=[C:4]([CH:41]=[CH:42][C:43]=1F)[C:5]1[C:10]([C:11]2[CH:20]=[CH:19][C:18]3[C:13](=[CH:14][CH:15]=[C:16]([C:21]4[N:25]([CH:26]5[CH2:31][CH2:30][CH2:29][CH2:28][CH2:27]5)[C:24]5[CH:32]=[CH:33][C:34]([C:36]([OH:38])=[O:37])=[CH:35][C:23]=5[N:22]=4)[CH:17]=3)[N:12]=2)=[CH:9][C:8]([O:39][CH3:40])=[CH:7][CH:6]=1.COC(C1C=CC2N(C3CCCCC3)C(C3C=C4C(=CC=3)N=C(C3C=C(OC)C=CC=3Br)C=C4)=NC=2C=1)=O.[Cl:83]C1C=C(B(O)O)C=C(Cl)C=1. (5) Given the product [O:1]1[C:5]2[CH:6]=[CH:7][C:8]([CH:10]=[CH:11][C:12]3[O:13][CH:14]=[C:15]([CH2:17][O:34][C:31]4[CH:32]=[CH:33][C:28]([CH2:27][CH2:26][CH2:25][CH2:24][N:19]5[CH:23]=[CH:22][N:21]=[N:20]5)=[CH:29][CH:30]=4)[N:16]=3)=[CH:9][C:4]=2[O:3][CH2:2]1, predict the reactants needed to synthesize it. The reactants are: [O:1]1[C:5]2[CH:6]=[CH:7][C:8]([CH:10]=[CH:11][C:12]3[O:13][CH:14]=[C:15]([CH2:17]Cl)[N:16]=3)=[CH:9][C:4]=2[O:3][CH2:2]1.[N:19]1([CH2:24][CH2:25][CH2:26][CH2:27][C:28]2[CH:33]=[CH:32][C:31]([OH:34])=[CH:30][CH:29]=2)[CH:23]=[CH:22][N:21]=[N:20]1.[I-].[K+].C[O-].[Na+]. (6) Given the product [Br:22][C:23]1[C:24]([F:30])=[C:25]([C:26]([F:29])=[CH:27][CH:28]=1)[C:31]([OH:33])=[O:32], predict the reactants needed to synthesize it. The reactants are: C([Li])CCC.CCCCCC.CC1(C)CCCC(C)(C)N1.[Br:22][C:23]1[CH:28]=[CH:27][C:26]([F:29])=[CH:25][C:24]=1[F:30].[C:31](=[O:33])=[O:32].[Cl-].[NH4+].Cl. (7) Given the product [CH3:20][C:18]1([CH3:21])[CH2:19][C:14]([CH3:23])([CH3:13])[CH2:15][C:16]([C:2]#[C:1][C:3]2[CH:8]=[CH:7][CH:6]=[CH:5][N:4]=2)([OH:22])[CH2:17]1, predict the reactants needed to synthesize it. The reactants are: [C:1]([C:3]1[CH:8]=[CH:7][CH:6]=[CH:5][N:4]=1)#[CH:2].C([Mg]Br)C.[CH3:13][C:14]1([CH3:23])[CH2:19][C:18]([CH3:21])([CH3:20])[CH2:17][C:16](=[O:22])[CH2:15]1.C(OCC)(=O)C.